From a dataset of Full USPTO retrosynthesis dataset with 1.9M reactions from patents (1976-2016). Predict the reactants needed to synthesize the given product. The reactants are: [NH:1]([C:3]1[CH:11]=[CH:10][C:6]([C:7]([OH:9])=[O:8])=[CH:5][CH:4]=1)N.[CH:12]1([CH:18]2[CH2:23][CH2:22][C:21](=O)[CH2:20][CH2:19]2)[CH2:17][CH2:16][CH2:15][CH2:14][CH2:13]1. Given the product [CH:12]1([CH:18]2[CH2:19][C:20]3[C:11]4[C:3](=[CH:4][CH:5]=[C:6]([C:7]([OH:9])=[O:8])[CH:10]=4)[NH:1][C:21]=3[CH2:22][CH2:23]2)[CH2:13][CH2:14][CH2:15][CH2:16][CH2:17]1, predict the reactants needed to synthesize it.